From a dataset of Reaction yield outcomes from USPTO patents with 853,638 reactions. Predict the reaction yield, written as a fraction of the theoretical maximum amount of product (1.0 means a 100% yield; for example, 0.34 means a 34% yield). (1) The reactants are [N-:1]=[N+:2]=[N-:3].[Na+].[CH2:5]([O:12][CH2:13][C@@H:14](OS(C)(=O)=O)[C@@H:15]1[CH2:19][C@@H:18]([CH2:20][CH3:21])[C:17](=[O:22])[O:16]1)[C:6]1[CH:11]=[CH:10][CH:9]=[CH:8][CH:7]=1. The catalyst is CN1C(=O)N(C)CCC1. The product is [N:1]([C@H:14]([C@H:15]1[O:16][C:17](=[O:22])[C@H:18]([CH2:20][CH3:21])[CH2:19]1)[CH2:13][O:12][CH2:5][C:6]1[CH:11]=[CH:10][CH:9]=[CH:8][CH:7]=1)=[N+:2]=[N-:3]. The yield is 0.930. (2) The reactants are [CH3:1][O:2][C:3]1[CH:12]=[CH:11][C:6]2[C:7](=[O:10])[CH2:8][O:9][C:5]=2[C:4]=1/[CH:13]=[CH:14]/[CH:15]1[CH2:20][CH2:19][N:18]([C:21]([O:23][C:24]([CH3:27])([CH3:26])[CH3:25])=[O:22])[CH2:17][CH2:16]1.[NH:28]1[C:36]2[C:31](=[CH:32][CH:33]=[CH:34][CH:35]=2)[C:30]([CH:37]=O)=[N:29]1. The catalyst is CO.N1CCCCC1. The product is [NH:28]1[C:36]2[C:31](=[CH:32][CH:33]=[CH:34][CH:35]=2)[C:30](/[CH:37]=[C:8]2\[O:9][C:5]3[C:4](/[CH:13]=[CH:14]/[CH:15]4[CH2:20][CH2:19][N:18]([C:21]([O:23][C:24]([CH3:27])([CH3:26])[CH3:25])=[O:22])[CH2:17][CH2:16]4)=[C:3]([O:2][CH3:1])[CH:12]=[CH:11][C:6]=3[C:7]\2=[O:10])=[N:29]1. The yield is 0.770. (3) The reactants are [C:1]([C:5]1[O:9][N:8]=[C:7]([NH:10][C:11]([NH:13][C:14]2[CH:19]=[CH:18][CH:17]=[C:16]([O:20][C:21]3[C:30]4[C:25](=[CH:26][CH:27]=[C:28]([C:31]5[O:32][C:33]([CH:36]=O)=[CH:34][CH:35]=5)[CH:29]=4)[N:24]=[CH:23][N:22]=3)[CH:15]=2)=[O:12])[CH:6]=1)([CH3:4])([CH3:3])[CH3:2].[CH3:38][S:39]([CH2:42][CH2:43][NH2:44])(=[O:41])=[O:40].[O-]S([O-])(=O)=O.[Mg+2].[BH-](OC(C)=O)(OC(C)=O)OC(C)=O.[Na+]. The catalyst is C(Cl)Cl.C(O)(=O)C.CO. The product is [C:1]([C:5]1[O:9][N:8]=[C:7]([NH:10][C:11]([NH:13][C:14]2[CH:19]=[CH:18][CH:17]=[C:16]([O:20][C:21]3[C:30]4[C:25](=[CH:26][CH:27]=[C:28]([C:31]5[O:32][C:33]([CH2:36][NH:44][CH2:43][CH2:42][S:39]([CH3:38])(=[O:41])=[O:40])=[CH:34][CH:35]=5)[CH:29]=4)[N:24]=[CH:23][N:22]=3)[CH:15]=2)=[O:12])[CH:6]=1)([CH3:3])([CH3:2])[CH3:4]. The yield is 0.250. (4) The reactants are [CH:1]1([CH2:7][C@H:8]([N:12]2[CH2:16][C:15]([O:17][C:18]3[CH:23]=[CH:22][CH:21]=[C:20]([C:24]([F:27])([F:26])[F:25])[CH:19]=3)=[CH:14][C:13]2=[O:28])[C:9]([OH:11])=O)[CH2:6][CH2:5][CH2:4][CH2:3][CH2:2]1.Cl.[CH3:30]N(C)CCCN=C=NCC.C(N(CC)C(C)C)(C)C.ON1C2C=CC=CC=2N=N1.Cl.[OH:61][C@@H:62]([CH2:92]O)[CH2:63][N:64]1[CH:68]=[CH:67][C:66]([NH:69]C(=O)[C@@H](N2CC(OC3C=CC=C(Cl)C=3Cl)=CC2=O)CC(C)C)=[N:65]1. The catalyst is ClCCl.C(OCC)(=O)C. The product is [CH:1]1([CH2:7][C@H:8]([N:12]2[CH2:16][C:15]([O:17][C:18]3[CH:23]=[CH:22][CH:21]=[C:20]([C:24]([F:26])([F:25])[F:27])[CH:19]=3)=[CH:14][C:13]2=[O:28])[C:9]([NH:69][C:66]2[CH:67]=[CH:68][N:64]([CH2:63][C:62]([OH:61])([CH3:92])[CH3:30])[N:65]=2)=[O:11])[CH2:2][CH2:3][CH2:4][CH2:5][CH2:6]1. The yield is 0.190. (5) The reactants are Cl.[Cl:2][C:3]1[CH:8]=[CH:7][CH:6]=[C:5]([Cl:9])[C:4]=1[CH2:10][C:11](=[NH:13])[NH2:12].[Na].[C:15](OCC)(=[O:22])[CH2:16][C:17](OCC)=[O:18]. The catalyst is C(O)C. The product is [Cl:2][C:3]1[CH:8]=[CH:7][CH:6]=[C:5]([Cl:9])[C:4]=1[CH2:10][C:11]1[N:12]=[C:17]([OH:18])[CH:16]=[C:15]([OH:22])[N:13]=1. The yield is 0.764. (6) The reactants are COCN[C:5](=O)[C@@H:6]([C:23]1[CH2:28][CH2:27][CH2:26][CH2:25][CH:24]=1)[C@H:7]([O:21][CH3:22])[C@H:8]([O:11][CH2:12][C:13]1[CH:18]=[CH:17][C:16]([O:19][CH3:20])=[CH:15][CH:14]=1)[CH:9]=[CH2:10].[CH:30]([Mg]Br)=[CH2:31].[NH4+].[Cl-].C1COCC1.[OH2:41]. The catalyst is C1COCC1. The product is [C:23]1([C@@H:6]([C@H:7]([O:21][CH3:22])[C@H:8]([O:11][CH2:12][C:13]2[CH:14]=[CH:15][C:16]([O:19][CH3:20])=[CH:17][CH:18]=2)[CH:9]=[CH2:10])[C:5](=[O:41])[CH:30]=[CH2:31])[CH2:28][CH2:27][CH2:26][CH2:25][CH:24]=1. The yield is 0.730. (7) The reactants are [Cl:1][C:2]1[CH:6]=[N:5][N:4]([CH3:7])[C:3]=1[C:8]1[CH:9]=[C:10]([NH:15][C:16]([NH:18][C:19]2[CH:24]=[CH:23][C:22]([F:25])=[CH:21][C:20]=2[F:26])=[O:17])[CH:11]=[CH:12][C:13]=1[OH:14].C1(P(C2C=CC=CC=2)C2C=CC=CC=2)C=CC=CC=1.O[CH2:47][CH2:48][N:49]1[CH2:53][CH2:52][CH2:51][CH2:50]1.N(C(OC(C)C)=O)=NC(OC(C)C)=O. The catalyst is C1COCC1. The product is [Cl:1][C:2]1[CH:6]=[N:5][N:4]([CH3:7])[C:3]=1[C:8]1[CH:9]=[C:10]([NH:15][C:16]([NH:18][C:19]2[CH:24]=[CH:23][C:22]([F:25])=[CH:21][C:20]=2[F:26])=[O:17])[CH:11]=[CH:12][C:13]=1[O:14][CH2:47][CH2:48][N:49]1[CH2:53][CH2:52][CH2:51][CH2:50]1. The yield is 0.528.